Dataset: Forward reaction prediction with 1.9M reactions from USPTO patents (1976-2016). Task: Predict the product of the given reaction. (1) Given the reactants [NH2:1][C:2]1[CH:7]=[CH:6][CH:5]=[CH:4][C:3]=1[NH:8][C:9]1[CH:14]=[CH:13][C:12]([C:15]([C:17]2[CH:22]=[C:21](Br)[CH:20]=[CH:19][C:18]=2[CH3:24])=[O:16])=[C:11]([Cl:25])[CH:10]=1.C1(P(C2C=CC=CC=2)C2C=CC=CC=2)C=CC=CC=1.[C:45]([Si:47]([CH3:50])([CH3:49])[CH3:48])#[CH:46], predict the reaction product. The product is: [NH2:1][C:2]1[CH:7]=[CH:6][CH:5]=[CH:4][C:3]=1[NH:8][C:9]1[CH:14]=[CH:13][C:12]([C:15]([C:17]2[CH:22]=[C:21]([C:46]#[C:45][Si:47]([CH3:50])([CH3:49])[CH3:48])[CH:20]=[CH:19][C:18]=2[CH3:24])=[O:16])=[C:11]([Cl:25])[CH:10]=1. (2) Given the reactants [NH2:1][CH2:2][C:3]1[C:4]([OH:11])=[N:5][C:6]([CH3:10])=[CH:7][C:8]=1[CH3:9].C(N(CC)CC)C.[C:19](O[C:19]([O:21][C:22]([CH3:25])([CH3:24])[CH3:23])=[O:20])([O:21][C:22]([CH3:25])([CH3:24])[CH3:23])=[O:20].O, predict the reaction product. The product is: [OH:11][C:4]1[C:3]([CH2:2][NH:1][C:19](=[O:20])[O:21][C:22]([CH3:25])([CH3:24])[CH3:23])=[C:8]([CH3:9])[CH:7]=[C:6]([CH3:10])[N:5]=1.